This data is from Reaction yield outcomes from USPTO patents with 853,638 reactions. The task is: Predict the reaction yield, written as a fraction of the theoretical maximum amount of product (1.0 means a 100% yield; for example, 0.34 means a 34% yield). (1) The reactants are [CH3:1][C:2]1[CH:3]=[C:4]2[C:8](=[CH:9][CH:10]=1)[NH:7][CH:6]=[CH:5]2.COC1C=C2C(=CC=1)NCC2.C([BH3-])#N.[Na+]. The catalyst is C(O)(=O)C. The product is [CH3:1][C:2]1[CH:3]=[C:4]2[C:8](=[CH:9][CH:10]=1)[NH:7][CH2:6][CH2:5]2. The yield is 0.990. (2) The reactants are [I:1]I.[N+:3]([C:6]1[CH:7]=[C:8]2[C:12](=[CH:13][CH:14]=1)[NH:11][CH2:10][CH2:9]2)([O-:5])=[O:4]. The catalyst is CN(C)C=O.C(O)C.S([O-])([O-])(=O)=O.[Ag+2]. The product is [I:1][C:13]1[CH:14]=[C:6]([N+:3]([O-:5])=[O:4])[CH:7]=[C:8]2[C:12]=1[NH:11][CH2:10][CH2:9]2. The yield is 0.989. (3) The reactants are [OH:1][NH2:2].C([O:5][C:6](=O)[CH2:7][CH2:8][CH2:9][CH2:10][CH2:11][CH2:12][N:13]([C:27]1[CH:32]=[CH:31][CH:30]=[CH:29][N:28]=1)[C:14]1[CH:19]=[C:18]([C:20]2[CH:25]=[CH:24][C:23]([CH3:26])=[CH:22][CH:21]=2)[CH:17]=[CH:16][N:15]=1)C. The catalyst is CN(C=O)C.CO. The product is [OH:1][NH:2][C:6](=[O:5])[CH2:7][CH2:8][CH2:9][CH2:10][CH2:11][CH2:12][N:13]([C:27]1[CH:32]=[CH:31][CH:30]=[CH:29][N:28]=1)[C:14]1[CH:19]=[C:18]([C:20]2[CH:25]=[CH:24][C:23]([CH3:26])=[CH:22][CH:21]=2)[CH:17]=[CH:16][N:15]=1. The yield is 0.380. (4) The reactants are Br[CH:2]([CH3:37])[C:3]([C:5]1[CH:6]=[C:7]([C:23]([NH:25][CH2:26][C:27]2[CH:32]=[CH:31][C:30]([S:33]([CH3:36])(=[O:35])=[O:34])=[CH:29][CH:28]=2)=[O:24])[C:8](=[O:22])[N:9]([C:12]2[CH:17]=[CH:16][CH:15]=[C:14]([C:18]([F:21])([F:20])[F:19])[CH:13]=2)[C:10]=1[CH3:11])=O.[C:38]([NH2:41])(=[O:40])[CH3:39].C1(C)C(C)=CC=CC=1.OS(O)(=O)=O. The catalyst is O.CC#N. The product is [CH3:39][C:38]1[O:40][C:2]([CH3:37])=[C:3]([C:5]2[CH:6]=[C:7]([C:23]([NH:25][CH2:26][C:27]3[CH:28]=[CH:29][C:30]([S:33]([CH3:36])(=[O:34])=[O:35])=[CH:31][CH:32]=3)=[O:24])[C:8](=[O:22])[N:9]([C:12]3[CH:17]=[CH:16][CH:15]=[C:14]([C:18]([F:21])([F:20])[F:19])[CH:13]=3)[C:10]=2[CH3:11])[N:41]=1. The yield is 0.360. (5) The reactants are C(N(CC)CC)C.Br[CH:9]([CH:14](Br)[C:15]([C:17]1[CH:22]=[CH:21][C:20]([O:23][CH3:24])=[C:19]([O:25][CH3:26])[CH:18]=1)=[O:16])[C:10]([O:12][CH3:13])=[O:11]. The catalyst is C(Cl)Cl. The product is [CH3:26][O:25][C:19]1[CH:18]=[C:17]([C:15](=[O:16])[C:14]#[C:9][C:10]([O:12][CH3:13])=[O:11])[CH:22]=[CH:21][C:20]=1[O:23][CH3:24]. The yield is 0.710. (6) The reactants are [CH:1]1([N:4]2[CH2:10][CH2:9][CH2:8][N:7]([C:11]3[CH:21]=[CH:20][C:14]([C:15]([O:17]CC)=O)=[CH:13][CH:12]=3)[CH2:6][CH2:5]2)[CH2:3][CH2:2]1.[CH3:22][O:23][C:24]1[CH:25]=[C:26]([CH2:32][CH2:33][C:34]2[CH:35]=[C:36]([NH2:39])[NH:37][N:38]=2)[CH:27]=[C:28]([O:30][CH3:31])[CH:29]=1.C[Al](C)C.C(Cl)Cl.CCOCC. The catalyst is C1(C)C=CC=CC=1. The product is [CH:1]1([N:4]2[CH2:10][CH2:9][CH2:8][N:7]([C:11]3[CH:12]=[CH:13][C:14]([C:15]([NH:39][C:36]4[NH:37][N:38]=[C:34]([CH2:33][CH2:32][C:26]5[CH:27]=[C:28]([O:30][CH3:31])[CH:29]=[C:24]([O:23][CH3:22])[CH:25]=5)[CH:35]=4)=[O:17])=[CH:20][CH:21]=3)[CH2:6][CH2:5]2)[CH2:2][CH2:3]1. The yield is 0.337. (7) The reactants are [F:1][C:2]1[CH:15]=[CH:14][C:5]([O:6][C:7]2[CH:13]=[CH:12][CH:11]=[CH:10][C:8]=2[NH2:9])=[C:4]([O:16][CH3:17])[CH:3]=1.Cl[C:19]([C:21]1[CH:30]=[CH:29][C:24]([C:25]([O:27][CH3:28])=[O:26])=[CH:23][CH:22]=1)=[O:20].N1C=CC=CC=1. The catalyst is C1C=CC=CC=1.CN(C1C=CN=CC=1)C. The product is [F:1][C:2]1[CH:15]=[CH:14][C:5]([O:6][C:7]2[CH:13]=[CH:12][CH:11]=[CH:10][C:8]=2[NH:9][C:19]([C:21]2[CH:30]=[CH:29][C:24]([C:25]([O:27][CH3:28])=[O:26])=[CH:23][CH:22]=2)=[O:20])=[C:4]([O:16][CH3:17])[CH:3]=1. The yield is 0.940. (8) The reactants are FC(F)(F)S(O[C:7]1[CH:8]=[N:9][C:10]([Cl:23])=[CH:11][C:12]=1[C:13]1[NH:14][C:15]2[C:20]([CH:21]=1)=[C:19]([F:22])[CH:18]=[CH:17][CH:16]=2)(=O)=O.[Li+].[Cl-].[CH2:28]([Sn](CCCC)(CCCC)C=C)[CH2:29]CC. The catalyst is CN(C=O)C.O. The product is [Cl:23][C:10]1[CH:11]=[C:12]([C:13]2[NH:14][C:15]3[C:20]([CH:21]=2)=[C:19]([F:22])[CH:18]=[CH:17][CH:16]=3)[C:7]([CH:28]=[CH2:29])=[CH:8][N:9]=1. The yield is 0.400.